Dataset: Rat liver microsome stability data. Task: Regression/Classification. Given a drug SMILES string, predict its absorption, distribution, metabolism, or excretion properties. Task type varies by dataset: regression for continuous measurements (e.g., permeability, clearance, half-life) or binary classification for categorical outcomes (e.g., BBB penetration, CYP inhibition). Dataset: rlm. (1) The drug is CC1(C#N)CCN(c2c(C(=O)N3CCC(S(C)(=O)=O)CC3)cnc3ccc(F)cc23)CC1. The result is 0 (unstable in rat liver microsomes). (2) The molecule is CN1CCC2(CC1)CNC(=O)c1cc(-c3ccnc(-c4cc5ccccc5o4)n3)[nH]c12. The result is 0 (unstable in rat liver microsomes). (3) The result is 1 (stable in rat liver microsomes). The drug is Cc1nn(CCc2nc(-c3ccc4ccccc4c3)cs2)c2nc(O)cc(C(F)(F)F)c12. (4) The drug is CCNC(=O)N(C)Cc1ccc(CCNC(=O)c2ccc(-c3ccc(Cl)cc3)cc2F)cc1. The result is 1 (stable in rat liver microsomes). (5) The compound is Cc1cc(CNC(=O)c2ccc3c(c2)n(CC2CC2)c(=O)n3C2CCCCC2)on1. The result is 1 (stable in rat liver microsomes).